From a dataset of Forward reaction prediction with 1.9M reactions from USPTO patents (1976-2016). Predict the product of the given reaction. (1) Given the reactants [OH-:1].[Na+].[NH2:3]O.Cl.[F:6][C:7]([F:18])([F:17])[O:8][C:9]1[CH:16]=[CH:15][CH:14]=[CH:13][C:10]=1[CH:11]=O, predict the reaction product. The product is: [F:6][C:7]([F:18])([F:17])[O:8][C:9]1[CH:16]=[CH:15][CH:14]=[CH:13][C:10]=1/[CH:11]=[N:3]/[OH:1]. (2) Given the reactants N1(C([O-])=O)CCCCC1.COC1C=C(OC)C=CC=1C[N:15]([C:49]1[S:53][N:52]=[CH:51][N:50]=1)[S:16]([C:19]1[C:46]([F:47])=[CH:45][C:22]([O:23][CH2:24][C@@H:25]2[CH2:30][CH2:29][N:28](C(OC(C)(C)C)=O)[CH2:27][C@H:26]2[C:38]2[CH:43]=[CH:42][C:41]([F:44])=[CH:40][CH:39]=2)=[C:21]([F:48])[CH:20]=1)(=[O:18])=[O:17], predict the reaction product. The product is: [F:47][C:46]1[CH:45]=[C:22]([O:23][CH2:24][C@@H:25]2[CH2:30][CH2:29][NH:28][CH2:27][C@H:26]2[C:38]2[CH:39]=[CH:40][C:41]([F:44])=[CH:42][CH:43]=2)[C:21]([F:48])=[CH:20][C:19]=1[S:16]([NH:15][C:49]1[S:53][N:52]=[CH:51][N:50]=1)(=[O:17])=[O:18]. (3) Given the reactants C([Si]([O:8][CH2:9][C:10]1[CH:14]=[C:13]([CH2:15]B2OCC(C)(C)CO2)[O:12][C:11]=1[CH3:24])(C)C)(C)(C)C.BrC1[CH:31]=[CH:30][C:29]([O:32][CH2:33][CH2:34][CH2:35][S:36][CH3:37])=[CH:28][CH:27]=1.C(=O)([O-])[O-].[Na+].[Na+].COCCOC, predict the reaction product. The product is: [CH3:24][C:11]1[O:12][C:13]([C:15]2[CH:31]=[CH:30][C:29]([O:32][CH2:33][CH2:34][CH2:35][S:36][CH3:37])=[CH:28][CH:27]=2)=[CH:14][C:10]=1[CH2:9][OH:8]. (4) Given the reactants [C:1]([C:5]1[CH:14]=[CH:13][C:8]([C:9]([O:11][CH3:12])=[O:10])=[C:7]([OH:15])[CH:6]=1)([CH3:4])([CH3:3])[CH3:2].[C:16]([N:23]1[CH2:28][CH2:27][CH2:26][CH:25]([CH2:29]O)[CH2:24]1)([O:18][C:19]([CH3:22])([CH3:21])[CH3:20])=[O:17], predict the reaction product. The product is: [C:19]([O:18][C:16]([N:23]1[CH2:28][CH2:27][CH2:26][CH:25]([CH2:29][O:15][C:7]2[CH:6]=[C:5]([C:1]([CH3:4])([CH3:2])[CH3:3])[CH:14]=[CH:13][C:8]=2[C:9]([O:11][CH3:12])=[O:10])[CH2:24]1)=[O:17])([CH3:22])([CH3:20])[CH3:21]. (5) Given the reactants [Cl:1][C:2]1[CH:7]=[CH:6][C:5]([C:8]2[N:9]=[C:10]3[N:14]([C:15]=2[CH2:16][OH:17])[CH:13]=[C:12]([CH:18]=[O:19])[S:11]3)=[CH:4][CH:3]=1.[CH:20]1([Mg]Br)[CH2:22][CH2:21]1, predict the reaction product. The product is: [Cl:1][C:2]1[CH:7]=[CH:6][C:5]([C:8]2[N:9]=[C:10]3[N:14]([C:15]=2[CH2:16][OH:17])[CH:13]=[C:12]([CH:18]([CH:20]2[CH2:22][CH2:21]2)[OH:19])[S:11]3)=[CH:4][CH:3]=1.